Predict the product of the given reaction. From a dataset of Forward reaction prediction with 1.9M reactions from USPTO patents (1976-2016). (1) Given the reactants CO[C:3](=[O:14])[C:4]1[CH:9]=[C:8]([N+:10]([O-:12])=[O:11])[CH:7]=[CH:6][C:5]=1F.C([O-])([O-])=O.[K+].[K+].[CH2:21]([NH:23][NH2:24])[CH3:22], predict the reaction product. The product is: [CH2:21]([N:23]1[C:5]2[C:4](=[CH:9][C:8]([N+:10]([O-:12])=[O:11])=[CH:7][CH:6]=2)[C:3](=[O:14])[NH:24]1)[CH3:22]. (2) Given the reactants CO[C:3]([C:5]1[N:6]=[CH:7][C:8]2[C:13]([C:14]=1[OH:15])=[CH:12][CH:11]=[C:10]([O:16][C:17]1[CH:22]=[CH:21][CH:20]=[CH:19][CH:18]=1)[CH:9]=2)=[O:4].[OH:23][C@@H:24]([CH2:28][NH2:29])[C:25]([OH:27])=[O:26].CO, predict the reaction product. The product is: [OH:23][C@@H:24]([CH2:28][NH:29][C:3]([C:5]1[N:6]=[CH:7][C:8]2[C:13]([C:14]=1[OH:15])=[CH:12][CH:11]=[C:10]([O:16][C:17]1[CH:18]=[CH:19][CH:20]=[CH:21][CH:22]=1)[CH:9]=2)=[O:4])[C:25]([OH:27])=[O:26].